This data is from TCR-epitope binding with 47,182 pairs between 192 epitopes and 23,139 TCRs. The task is: Binary Classification. Given a T-cell receptor sequence (or CDR3 region) and an epitope sequence, predict whether binding occurs between them. (1) The epitope is IPRRNVATL. The TCR CDR3 sequence is CASTKPGLAGEDETQYF. Result: 1 (the TCR binds to the epitope). (2) The TCR CDR3 sequence is CASRTGTHTDTQYF. Result: 1 (the TCR binds to the epitope). The epitope is PKYVKQNTLKLAT. (3) The epitope is IQYIDIGNY. The TCR CDR3 sequence is CASRTQGMGTQYF. Result: 1 (the TCR binds to the epitope). (4) The epitope is AVFDRKSDAK. The TCR CDR3 sequence is CASTPGSGELFF. Result: 0 (the TCR does not bind to the epitope).